Task: Predict the reactants needed to synthesize the given product.. Dataset: Full USPTO retrosynthesis dataset with 1.9M reactions from patents (1976-2016) (1) Given the product [Cl:25][C:26]1[C:27]([O:18][CH2:17][C@@H:16]2[CH2:15][C@@H:14]3[C@@H:12]([CH2:13]3)[CH2:11][N:10]2[C:8]([C:6]2[C:5]([C:19]3[N:24]=[CH:23][CH:22]=[CH:21][N:20]=3)=[CH:4][CH:3]=[C:2]([CH3:1])[N:7]=2)=[O:9])=[N:28][CH:29]=[C:30]([Cl:32])[CH:31]=1, predict the reactants needed to synthesize it. The reactants are: [CH3:1][C:2]1[N:7]=[C:6]([C:8]([N:10]2[C@H:16]([CH2:17][OH:18])[CH2:15][C@@H:14]3[C@@H:12]([CH2:13]3)[CH2:11]2)=[O:9])[C:5]([C:19]2[N:24]=[CH:23][CH:22]=[CH:21][N:20]=2)=[CH:4][CH:3]=1.[Cl:25][C:26]1[C:27](O)=[N:28][CH:29]=[C:30]([Cl:32])[CH:31]=1. (2) Given the product [CH2:1]([O:8][N:9]1[C:18]2[C:13](=[CH:14][C:15]([C:30]3[CH:31]=[CH:32][N:27]=[CH:28][CH:29]=3)=[CH:16][N:17]=2)[C:12]([OH:20])=[C:11]([C:21]([O:23][CH2:24][CH3:25])=[O:22])[C:10]1=[O:26])[C:2]1[CH:7]=[CH:6][CH:5]=[CH:4][CH:3]=1, predict the reactants needed to synthesize it. The reactants are: [CH2:1]([O:8][N:9]1[C:18]2[C:13](=[CH:14][C:15](Br)=[CH:16][N:17]=2)[C:12]([OH:20])=[C:11]([C:21]([O:23][CH2:24][CH3:25])=[O:22])[C:10]1=[O:26])[C:2]1[CH:7]=[CH:6][CH:5]=[CH:4][CH:3]=1.[N:27]1[CH:32]=[CH:31][C:30](B(O)O)=[CH:29][CH:28]=1. (3) Given the product [Cl:1][C:2]1[NH:10][C:9]2[C:8](=[O:11])[N:7]([CH2:12][CH2:13][CH2:14][C:15]3[O:41][N:40]=[C:39]([CH2:38][C:34]4[CH:35]=[CH:36][CH:37]=[C:32]([Cl:31])[CH:33]=4)[N:42]=3)[C:6](=[O:21])[N:5]([CH2:22][CH2:23][CH2:24][CH2:25][CH3:26])[C:4]=2[N:3]=1, predict the reactants needed to synthesize it. The reactants are: [Cl:1][C:2]1[NH:10][C:9]2[C:8](=[O:11])[N:7]([CH2:12][CH2:13][CH2:14][CH2:15]C(OCC)=O)[C:6](=[O:21])[N:5]([CH2:22][CH2:23][CH2:24][CH2:25][CH3:26])[C:4]=2[N:3]=1.CC[O-].[Na+].[Cl:31][C:32]1[CH:33]=[C:34]([CH2:38]/[C:39](=[N:42]/[H])/[NH:40][OH:41])[CH:35]=[CH:36][CH:37]=1. (4) Given the product [Cl:1][C:2]1[CH:10]=[CH:9][C:8]2[N:7](/[CH:11]=[C:12](/[C:15]3[CH:20]=[CH:19][N:18]=[CH:17][N:16]=3)\[CH3:13])[C:6]3[CH2:21][CH2:22][N:23]([CH3:25])[CH2:24][C:5]=3[C:4]=2[CH:3]=1, predict the reactants needed to synthesize it. The reactants are: [Cl:1][C:2]1[CH:10]=[CH:9][C:8]2[N:7]([CH2:11][C:12]([C:15]3[CH:20]=[CH:19][N:18]=[CH:17][N:16]=3)(O)[CH3:13])[C:6]3[CH2:21][CH2:22][N:23]([CH3:25])[CH2:24][C:5]=3[C:4]=2[CH:3]=1.CN(C=O)C.S(Cl)(Cl)=O.